Dataset: Catalyst prediction with 721,799 reactions and 888 catalyst types from USPTO. Task: Predict which catalyst facilitates the given reaction. (1) Reactant: Br[C:2]1[CH:7]=[CH:6][CH:5]=[CH:4][N:3]=1.[Li]CCCC.CCCCCC.[C:19]([O:23][C:24]([N:26]1[CH2:31][CH2:30][C:29](=[O:32])[CH2:28][CH2:27]1)=[O:25])([CH3:22])([CH3:21])[CH3:20]. Product: [C:19]([O:23][C:24]([N:26]1[CH2:27][CH2:28][C:29]([OH:32])([C:2]2[CH:7]=[CH:6][CH:5]=[CH:4][N:3]=2)[CH2:30][CH2:31]1)=[O:25])([CH3:22])([CH3:20])[CH3:21]. The catalyst class is: 27. (2) Reactant: [Cl:1][C:2]1[CH:7]=[CH:6][C:5]([C:8](=[CH:12][C:13]2[CH:18]=[CH:17][N:16]=[CH:15][CH:14]=2)[C:9]([OH:11])=[O:10])=[CH:4][CH:3]=1.[CH3:19]O. Product: [CH3:19][O:10][C:9](=[O:11])[C:8]([C:5]1[CH:6]=[CH:7][C:2]([Cl:1])=[CH:3][CH:4]=1)=[CH:12][C:13]1[CH:14]=[CH:15][N:16]=[CH:17][CH:18]=1. The catalyst class is: 309.